This data is from P-glycoprotein inhibition data for predicting drug efflux from Broccatelli et al.. The task is: Regression/Classification. Given a drug SMILES string, predict its absorption, distribution, metabolism, or excretion properties. Task type varies by dataset: regression for continuous measurements (e.g., permeability, clearance, half-life) or binary classification for categorical outcomes (e.g., BBB penetration, CYP inhibition). Dataset: pgp_broccatelli. (1) The compound is CCCCCCC[C@@H]1OC(=O)C[C@@H](OCOC)[C@H](Cc2ccccc2)N(C)C(=O)[C@H](C(C)C)OC(=O)[C@@H]1C. The result is 1 (inhibitor). (2) The drug is C[C@@H]1NCCc2cc(O)c(O)cc21. The result is 0 (non-inhibitor). (3) The compound is CN1C(=O)CCS(=O)(=O)[C@H]1c1ccc(Cl)cc1. The result is 0 (non-inhibitor).